Dataset: Forward reaction prediction with 1.9M reactions from USPTO patents (1976-2016). Task: Predict the product of the given reaction. (1) Given the reactants [NH2:1][CH2:2][CH2:3][O:4][CH2:5][CH2:6][O:7][CH2:8][CH2:9][O:10][CH2:11][CH2:12][NH:13][C:14]([CH2:16][CH2:17][C@H:18]([NH:26][C:27]([C:29]1[CH:34]=[CH:33][C:32]([N:35](C(OCC2C=CC=CC=2)=O)[CH3:36])=[CH:31][CH:30]=1)=[O:28])[C:19]([O:21][C:22]([CH3:25])([CH3:24])[CH3:23])=[O:20])=[O:15].[N:47]1([NH:53][C:54]([NH:56][C:57]2[C:62]3[C:63](=[O:80])[C:64]4[C:65](=[N:66][NH:67][C:68]=4[C:69]4[CH:79]=[CH:78][C:72]([O:73][CH2:74][C:75](O)=[O:76])=[CH:71][CH:70]=4)[C:61]=3[CH:60]=[CH:59][CH:58]=2)=[O:55])[CH2:52][CH2:51][O:50][CH2:49][CH2:48]1.CN(C(ON1N=NC2C=CC=CC1=2)=[N+](C)C)C.F[P-](F)(F)(F)(F)F.CCN(C(C)C)C(C)C, predict the reaction product. The product is: [CH3:36][NH:35][C:32]1[CH:31]=[CH:30][C:29]([C:27]([NH:26][C@@H:18]([CH2:17][CH2:16][C:14](=[O:15])[NH:13][CH2:12][CH2:11][O:10][CH2:9][CH2:8][O:7][CH2:6][CH2:5][O:4][CH2:3][CH2:2][NH:1][C:75](=[O:76])[CH2:74][O:73][C:72]2[CH:71]=[CH:70][C:69]([C:68]3[NH:67][N:66]=[C:65]4[C:61]5[CH:60]=[CH:59][CH:58]=[C:57]([NH:56][C:54](=[O:55])[NH:53][N:47]6[CH2:48][CH2:49][O:50][CH2:51][CH2:52]6)[C:62]=5[C:63](=[O:80])[C:64]=34)=[CH:79][CH:78]=2)[C:19]([O:21][C:22]([CH3:24])([CH3:25])[CH3:23])=[O:20])=[O:28])=[CH:34][CH:33]=1. (2) Given the reactants [C:1]1(=[S:6])[S:5][CH2:4][CH2:3][S:2]1.F[B-](F)(F)F.[H+].[S:13]([CH2:18][CH:19]1[CH2:21][S:20]1)[CH2:14][CH:15]1[CH2:17][S:16]1, predict the reaction product. The product is: [S:13]([CH2:14][CH:15]1[CH2:17][S:16][C:1]2([S:5][CH2:4][CH2:3][S:2]2)[S:6]1)[CH2:18][CH:19]1[CH2:21][S:20][C:1]2([S:5][CH2:4][CH2:3][S:2]2)[S:6]1.